This data is from Full USPTO retrosynthesis dataset with 1.9M reactions from patents (1976-2016). The task is: Predict the reactants needed to synthesize the given product. Given the product [NH:1]([C:7]([O:9][CH2:10][CH:11]1[C:12]2[C:17](=[CH:16][CH:15]=[CH:14][CH:13]=2)[C:18]2[C:23]1=[CH:22][CH:21]=[CH:20][CH:19]=2)=[O:8])[C@H:2]([C:4]([O:6][CH2:25][C:26]([OH:28])=[O:27])=[O:5])[CH3:3], predict the reactants needed to synthesize it. The reactants are: [NH:1]([C:7]([O:9][CH2:10][CH:11]1[C:23]2[C:18](=[CH:19][CH:20]=[CH:21][CH:22]=2)[C:17]2[C:12]1=[CH:13][CH:14]=[CH:15][CH:16]=2)=[O:8])[C@H:2]([C:4]([OH:6])=[O:5])[CH3:3].I[CH2:25][C:26]([O:28]C(C)(C)C)=[O:27].CCN(C(C)C)C(C)C.